From a dataset of CYP2D6 inhibition data for predicting drug metabolism from PubChem BioAssay. Regression/Classification. Given a drug SMILES string, predict its absorption, distribution, metabolism, or excretion properties. Task type varies by dataset: regression for continuous measurements (e.g., permeability, clearance, half-life) or binary classification for categorical outcomes (e.g., BBB penetration, CYP inhibition). Dataset: cyp2d6_veith. The drug is CC(C)NC(=O)N1CCC2(CC1)CCN(C(=O)c1ccco1)CC2. The result is 0 (non-inhibitor).